The task is: Predict the product of the given reaction.. This data is from Forward reaction prediction with 1.9M reactions from USPTO patents (1976-2016). (1) Given the reactants [Cl:1][C:2]1[CH:3]=[C:4]([NH:8][C:9]2[C:14]3[CH:15]=[CH:16][N:17]([CH2:18][CH3:19])[C:13]=3[C:12]([C:20](O)=[O:21])=[CH:11][N:10]=2)[CH:5]=[CH:6][CH:7]=1.Cl.C(N=C=NCCCN(C)C)C.O.ON1C2C=CC=CC=2N=N1.[NH:46]1[CH2:51][CH2:50][O:49][CH2:48][CH2:47]1.C(N1CCOCC1)C, predict the reaction product. The product is: [Cl:1][C:2]1[CH:3]=[C:4]([NH:8][C:9]2[C:14]3[CH:15]=[CH:16][N:17]([CH2:18][CH3:19])[C:13]=3[C:12]([C:20]([N:46]3[CH2:51][CH2:50][O:49][CH2:48][CH2:47]3)=[O:21])=[CH:11][N:10]=2)[CH:5]=[CH:6][CH:7]=1. (2) Given the reactants [Cl:1][C:2]([O:5]C(=O)OC(Cl)(Cl)Cl)(Cl)Cl.[CH3:13][O:14][C:15]1[C:20]([O:21][CH3:22])=[CH:19][C:18]([CH2:23][OH:24])=[C:17]([N+:25]([O-:27])=[O:26])[CH:16]=1, predict the reaction product. The product is: [C:2]([Cl:1])(=[O:5])[O:24][CH2:23][C:18]1[CH:19]=[C:20]([O:21][CH3:22])[C:15]([O:14][CH3:13])=[CH:16][C:17]=1[N+:25]([O-:27])=[O:26]. (3) Given the reactants Br[C:2]1[CH:3]=[C:4]([N:22]([CH2:29][CH3:30])[CH:23]2[CH2:28][CH2:27][S:26][CH2:25][CH2:24]2)[C:5]([CH3:21])=[C:6]([CH:20]=1)[C:7]([NH:9][CH2:10][C:11]1[C:12](=[O:19])[NH:13][C:14]([CH3:18])=[CH:15][C:16]=1[CH3:17])=[O:8].CC1(C)C(C)(C)OB([C:39]2[CH:51]=[CH:50][C:42]([CH2:43][N:44]3[CH2:49][CH2:48][O:47][CH2:46][CH2:45]3)=[CH:41][CH:40]=2)O1.C(=O)([O-])[O-].[Na+].[Na+], predict the reaction product. The product is: [CH3:17][C:16]1[CH:15]=[C:14]([CH3:18])[NH:13][C:12](=[O:19])[C:11]=1[CH2:10][NH:9][C:7]([C:6]1[CH:20]=[C:2]([C:39]2[CH:40]=[CH:41][C:42]([CH2:43][N:44]3[CH2:49][CH2:48][O:47][CH2:46][CH2:45]3)=[CH:50][CH:51]=2)[CH:3]=[C:4]([N:22]([CH2:29][CH3:30])[CH:23]2[CH2:28][CH2:27][S:26][CH2:25][CH2:24]2)[C:5]=1[CH3:21])=[O:8]. (4) Given the reactants [CH3:1][O:2][C:3]1[CH:4]=[C:5]([N:12]2[CH2:17][CH2:16][N:15]([C:18]([O:20][C:21]([CH3:24])([CH3:23])[CH3:22])=[O:19])[CH2:14][CH2:13]2)[CH:6]=[CH:7][C:8]=1[N+:9]([O-])=O.C(OCC)C, predict the reaction product. The product is: [NH2:9][C:8]1[CH:7]=[CH:6][C:5]([N:12]2[CH2:17][CH2:16][N:15]([C:18]([O:20][C:21]([CH3:22])([CH3:23])[CH3:24])=[O:19])[CH2:14][CH2:13]2)=[CH:4][C:3]=1[O:2][CH3:1]. (5) Given the reactants [CH3:1][O:2][C:3]1[CH:10]=[C:9]([CH2:11][CH:12]=O)[CH:8]=[CH:7][C:4]=1[C:5]#[N:6].[N:14]1([C:20]([O:22][C:23]([CH3:26])([CH3:25])[CH3:24])=[O:21])[CH2:19][CH2:18][NH:17][CH2:16][CH2:15]1.C([BH3-])#N.[Na+].CC(O)=O, predict the reaction product. The product is: [C:5]([C:4]1[CH:7]=[CH:8][C:9]([CH2:11][CH2:12][N:17]2[CH2:16][CH2:15][N:14]([C:20]([O:22][C:23]([CH3:26])([CH3:25])[CH3:24])=[O:21])[CH2:19][CH2:18]2)=[CH:10][C:3]=1[O:2][CH3:1])#[N:6]. (6) Given the reactants [Cl:1][C:2]1[CH:8]=[CH:7][C:5]([NH2:6])=[CH:4][CH:3]=1.[CH2:9]([C:11](=O)[C:12]([O-:14])=[O:13])[CH3:10].C=C[C:18]1[CH:23]=[CH:22][CH:21]=[CH:20][CH:19]=1.F[C:25](F)(F)[C:26](O)=O, predict the reaction product. The product is: [CH2:25]([O:14][C:12]([CH:11]1[CH2:9][CH:10]([C:18]2[CH:23]=[CH:22][CH:21]=[CH:20][CH:19]=2)[C:7]2[C:5](=[CH:4][CH:3]=[C:2]([Cl:1])[CH:8]=2)[NH:6]1)=[O:13])[CH3:26]. (7) The product is: [Cl:9][C:10]1[CH:16]=[CH:15][C:13]([NH:14][C:6]2[CH:5]=[CH:4][N:3]=[C:2]([N:19]3[C:18]([CH3:17])=[CH:22][C:21]([CH3:23])=[N:20]3)[N:7]=2)=[CH:12][CH:11]=1. Given the reactants Cl[C:2]1[N:7]=[C:6](Cl)[CH:5]=[CH:4][N:3]=1.[Cl:9][C:10]1[CH:16]=[CH:15][C:13]([NH2:14])=[CH:12][CH:11]=1.[CH3:17][C:18]1[CH:22]=[C:21]([CH3:23])[NH:20][N:19]=1, predict the reaction product. (8) Given the reactants N[CH:2]([C:10]([OH:12])=[O:11])[CH2:3][C:4]1[CH:9]=[CH:8][CH:7]=[CH:6][CH:5]=1.N([O-])=O.[Na+].C(OC(C)C)(C)C.[BrH:24], predict the reaction product. The product is: [Br:24][CH:2]([CH2:3][C:4]1[CH:9]=[CH:8][CH:7]=[CH:6][CH:5]=1)[C:10]([OH:12])=[O:11].